The task is: Predict the reactants needed to synthesize the given product.. This data is from Full USPTO retrosynthesis dataset with 1.9M reactions from patents (1976-2016). (1) Given the product [CH3:55][S:56]([C:59]1[CH:66]=[CH:65][C:62]([CH2:63][NH:64][C:7]([C:9]2[C:17]3[N:16]=[C:15]([NH:18][C:19]([C:21]4[N:22]=[CH:23][C:24]5[C:29]([CH:30]=4)=[CH:28][CH:27]=[CH:26][CH:25]=5)=[O:20])[NH:14][C:13]=3[CH:12]=[CH:11][CH:10]=2)=[O:8])=[CH:61][CH:60]=1)(=[O:57])=[O:58], predict the reactants needed to synthesize it. The reactants are: N1C=CN=C1N[C:7]([C:9]1[C:17]2[N:16]=[C:15]([NH:18][C:19]([C:21]3[N:22]=[CH:23][C:24]4[C:29]([CH:30]=3)=[CH:28][CH:27]=[CH:26][CH:25]=4)=[O:20])[NH:14][C:13]=2[CH:12]=[CH:11][CH:10]=1)=[O:8].CN(C(ON1N=NC2C=CC=CC1=2)=[N+](C)C)C.F[P-](F)(F)(F)(F)F.[CH3:55][S:56]([C:59]1[CH:66]=[CH:65][C:62]([CH2:63][NH2:64])=[CH:61][CH:60]=1)(=[O:58])=[O:57]. (2) The reactants are: C(=O)([O-])[O-].[K+].[K+].Br[CH:8]1[CH2:13][CH2:12][O:11][CH2:10][CH2:9]1.[I-].[Na+].[O:16]=[S:17]1(=[O:34])[CH2:22][CH2:21][N:20]2[CH:23]=[CH:24][CH:25]=[C:26]([C:27]3[CH:32]=[CH:31][C:30]([OH:33])=[CH:29][CH:28]=3)[C:19]2=[N:18]1.[OH-].[Na+]. Given the product [O:11]1[CH2:12][CH2:13][CH:8]([O:33][C:30]2[CH:29]=[CH:28][C:27]([C:26]3[C:19]4=[N:18][S:17](=[O:34])(=[O:16])[CH2:22][CH2:21][N:20]4[CH:23]=[CH:24][CH:25]=3)=[CH:32][CH:31]=2)[CH2:9][CH2:10]1, predict the reactants needed to synthesize it.